Dataset: Catalyst prediction with 721,799 reactions and 888 catalyst types from USPTO. Task: Predict which catalyst facilitates the given reaction. (1) Reactant: Cl[C:2]1[N:3]([C:12]2[CH:17]=[CH:16][C:15]([Cl:18])=[CH:14][CH:13]=2)[N:4]=[C:5]2[C:10]=1[CH:9]=[C:8]([Cl:11])[CH:7]=[CH:6]2.ClC1N(C2C=CC(Cl)=CC=2)N=C2C=1C=CC=C2.[CH2:36]([O:38][C:39]1[CH:40]=[C:41]([NH2:45])[CH:42]=[CH:43][CH:44]=1)[CH3:37]. Product: [Cl:11][C:8]1[CH:7]=[CH:6][C:5]2[C:10](=[C:2]([NH:45][C:41]3[CH:42]=[CH:43][CH:44]=[C:39]([O:38][CH2:36][CH3:37])[CH:40]=3)[N:3]([C:12]3[CH:17]=[CH:16][C:15]([Cl:18])=[CH:14][CH:13]=3)[N:4]=2)[CH:9]=1. The catalyst class is: 60. (2) Reactant: [Cl:1][C:2]1[CH:3]=[C:4]([C:8]2[C:13]3[N:14]([CH2:26][C@H:27]4[CH2:32][CH2:31][C@H:30]([CH3:33])[CH2:29][CH2:28]4)[C:15]([N:17]4[CH2:22][CH2:21][O:20][C@@H:19]5[CH2:23][CH2:24][CH2:25][C@@H:18]45)=[N:16][C:12]=3[CH:11]=[C:10]([C:34]#[N:35])[N:9]=2)[CH:5]=[N:6][CH:7]=1.[Cl-].[Li+].CC1(C)CCCC(C)(C)N1[Mg][Cl:48].ClC(Cl)(Cl)C(Cl)(Cl)Cl. Product: [Cl:48][C:11]1[C:12]2[N:16]=[C:15]([N:17]3[CH2:22][CH2:21][O:20][C@@H:19]4[CH2:23][CH2:24][CH2:25][C@@H:18]34)[N:14]([CH2:26][C@H:27]3[CH2:32][CH2:31][C@H:30]([CH3:33])[CH2:29][CH2:28]3)[C:13]=2[C:8]([C:4]2[CH:5]=[N:6][CH:7]=[C:2]([Cl:1])[CH:3]=2)=[N:9][C:10]=1[C:34]#[N:35]. The catalyst class is: 1. (3) Reactant: [N+:1]([C:4]1[CH:8]=[N:7][NH:6][C:5]=1[NH2:9])([O-:3])=[O:2].CN(C)[CH:12]=[CH:13][C:14]([C:16]1[CH:17]=[C:18]([N:22]([CH2:27][C:28]#[CH:29])[S:23]([CH3:26])(=[O:25])=[O:24])[CH:19]=[CH:20][CH:21]=1)=O.C(OCC)(=O)C. Product: [N+:1]([C:4]1[CH:8]=[N:7][N:6]2[C:14]([C:16]3[CH:17]=[C:18]([N:22]([CH2:27][C:28]#[CH:29])[S:23]([CH3:26])(=[O:25])=[O:24])[CH:19]=[CH:20][CH:21]=3)=[CH:13][CH:12]=[N:9][C:5]=12)([O-:3])=[O:2]. The catalyst class is: 15. (4) Reactant: [NH:1]1[C:9]2[C:4](=[CH:5][CH:6]=[CH:7][CH:8]=2)[CH:3]=[C:2]1[C:10]([CH3:17])([CH3:16])[C:11]([O:13][CH2:14][CH3:15])=[O:12].[N+:18]([O-])([O-:20])=[O:19].[Na+]. Product: [CH3:17][C:10]([C:2]1[NH:1][C:9]2[C:4]([CH:3]=1)=[CH:5][C:6]([N+:18]([O-:20])=[O:19])=[CH:7][CH:8]=2)([CH3:16])[C:11]([O:13][CH2:14][CH3:15])=[O:12]. The catalyst class is: 65.